From a dataset of TCR-epitope binding with 47,182 pairs between 192 epitopes and 23,139 TCRs. Binary Classification. Given a T-cell receptor sequence (or CDR3 region) and an epitope sequence, predict whether binding occurs between them. (1) The epitope is VLAWLYAAV. The TCR CDR3 sequence is CATSDSRGTNDYEQFF. Result: 0 (the TCR does not bind to the epitope). (2) The epitope is FPRPWLHGL. The TCR CDR3 sequence is CASSQDRPSSYNSPLHF. Result: 0 (the TCR does not bind to the epitope). (3) The epitope is MLNIPSINV. The TCR CDR3 sequence is CASSNTGTSGGYEQFF. Result: 1 (the TCR binds to the epitope). (4) The epitope is LLALHRSYL. The TCR CDR3 sequence is CASSLSGPAIIPISGANVLTF. Result: 0 (the TCR does not bind to the epitope). (5) The epitope is EILDITPCSF. The TCR CDR3 sequence is CASHPPQSYEQYF. Result: 1 (the TCR binds to the epitope). (6) The epitope is FLPRVFSAV. The TCR CDR3 sequence is CASSFWTGNTGELFF. Result: 1 (the TCR binds to the epitope). (7) The epitope is FLPRVFSAV. The TCR CDR3 sequence is CASSGQNYEQYF. Result: 1 (the TCR binds to the epitope).